This data is from Reaction yield outcomes from USPTO patents with 853,638 reactions. The task is: Predict the reaction yield, written as a fraction of the theoretical maximum amount of product (1.0 means a 100% yield; for example, 0.34 means a 34% yield). (1) The reactants are [CH2:1]([O:3][C:4]([C@H:6]1[CH2:10][CH2:9][C:8](=[O:11])[N:7]1[CH2:12][C:13]1[CH:18]=[C:17]([O:19][CH3:20])[C:16]([C:21]([CH3:24])([CH3:23])[CH3:22])=[CH:15][C:14]=1Br)=[O:5])[CH3:2].[CH2:26]([O:33][C:34]1[C:39](B(O)O)=[CH:38][CH:37]=[CH:36][N:35]=1)[C:27]1[CH:32]=[CH:31][CH:30]=[CH:29][CH:28]=1.C([O-])([O-])=O.[Na+].[Na+]. The catalyst is CO.C(Cl)Cl.C1C=CC([P]([Pd]([P](C2C=CC=CC=2)(C2C=CC=CC=2)C2C=CC=CC=2)([P](C2C=CC=CC=2)(C2C=CC=CC=2)C2C=CC=CC=2)[P](C2C=CC=CC=2)(C2C=CC=CC=2)C2C=CC=CC=2)(C2C=CC=CC=2)C2C=CC=CC=2)=CC=1. The product is [CH2:1]([O:3][C:4]([C@H:6]1[CH2:10][CH2:9][C:8](=[O:11])[N:7]1[CH2:12][C:13]1[CH:18]=[C:17]([O:19][CH3:20])[C:16]([C:21]([CH3:24])([CH3:23])[CH3:22])=[CH:15][C:14]=1[C:39]1[C:34]([O:33][CH2:26][C:27]2[CH:28]=[CH:29][CH:30]=[CH:31][CH:32]=2)=[N:35][CH:36]=[CH:37][CH:38]=1)=[O:5])[CH3:2]. The yield is 0.840. (2) The reactants are C(O[C:6]([C@@H:8]([NH:14][C:15]([O:17][C:18]([CH3:21])([CH3:20])[CH3:19])=[O:16])[CH2:9][CH2:10][C:11]([OH:13])=[O:12])=[O:7])(C)(C)C.[N+:22]([O:25][C@H:26]([CH2:29][O:30][N+:31]([O-:33])=[O:32])[CH2:27][OH:28])([O-:24])=[O:23].[CH3:34][C:35]1[CH:40]=CN=C(N)[C:36]=1C. The catalyst is ClCCl. The product is [C:18]([O:17][C:15]([NH:14][C@@H:8]([CH2:9][CH2:10][C:11]([O:13][C:35]([CH3:40])([CH3:36])[CH3:34])=[O:12])[C:6]([O:28][CH2:27][C@H:26]([O:25][N+:22]([O-:24])=[O:23])[CH2:29][O:30][N+:31]([O-:33])=[O:32])=[O:7])=[O:16])([CH3:19])([CH3:20])[CH3:21]. The yield is 0.430.